Dataset: Forward reaction prediction with 1.9M reactions from USPTO patents (1976-2016). Task: Predict the product of the given reaction. (1) Given the reactants [F:1][C:2]([F:15])([F:14])[C:3]1[N:8]=[C:7]([C:9](=[NH:13])OCC)[CH:6]=[CH:5][CH:4]=1.C(N(CC)CC)C.Cl.Cl.N[C:26]1[C:31]([NH2:32])=[CH:30][N:29]=[C:28]([N:33]2[CH2:38][CH2:37][CH2:36][C@@H:35]([C:39]([N:41]3[CH2:45][CH2:44][CH2:43][CH2:42]3)=[O:40])[CH2:34]2)[N:27]=1.C(O)(=O)C, predict the reaction product. The product is: [N:41]1([C:39]([C@@H:35]2[CH2:36][CH2:37][CH2:38][N:33]([C:28]3[N:27]=[C:26]4[C:31]([N:32]=[C:9]([C:7]5[CH:6]=[CH:5][CH:4]=[C:3]([C:2]([F:1])([F:14])[F:15])[N:8]=5)[NH:13]4)=[CH:30][N:29]=3)[CH2:34]2)=[O:40])[CH2:42][CH2:43][CH2:44][CH2:45]1. (2) Given the reactants [CH3:1][NH:2][CH2:3][CH3:4].[B:5]([C:8]1[CH:16]=[CH:15][C:11]([C:12]([OH:14])=O)=[C:10]([F:17])[CH:9]=1)([OH:7])[OH:6].F[P-](F)(F)(F)(F)F.N1(OC(N(C)C)=[N+](C)C)C2N=CC=CC=2N=N1.[NH4+].[Cl-].Cl, predict the reaction product. The product is: [CH2:3]([N:2]([CH3:1])[C:12]([C:11]1[CH:15]=[CH:16][C:8]([B:5]([OH:6])[OH:7])=[CH:9][C:10]=1[F:17])=[O:14])[CH3:4].